This data is from Forward reaction prediction with 1.9M reactions from USPTO patents (1976-2016). The task is: Predict the product of the given reaction. (1) Given the reactants [C:1]([O:5][C:6](=[O:35])[NH:7][C@H:8]1[CH2:13][CH2:12][C@H:11]([CH2:14][NH:15][C:16]2[C:21]([N+:22]([O-:24])=[O:23])=[CH:20][N:19]=[C:18]([NH:25][CH2:26][C:27]3[CH:32]=[CH:31][CH:30]=[C:29](Br)[C:28]=3[CH3:34])[N:17]=2)[CH2:10][CH2:9]1)([CH3:4])([CH3:3])[CH3:2].Cl.[NH2:37][CH2:38][C:39]1[CH:40]=[C:41](B(O)O)[CH:42]=[CH:43][CH:44]=1.C(=O)([O-])[O-].[Na+].[Na+].C(COC)OC, predict the reaction product. The product is: [C:1]([O:5][C:6](=[O:35])[NH:7][C@H:8]1[CH2:13][CH2:12][C@H:11]([CH2:14][NH:15][C:16]2[C:21]([N+:22]([O-:24])=[O:23])=[CH:20][N:19]=[C:18]([NH:25][CH2:26][C:27]3[C:28]([CH3:34])=[C:29]([C:43]4[CH:42]=[CH:41][CH:40]=[C:39]([CH2:38][NH2:37])[CH:44]=4)[CH:30]=[CH:31][CH:32]=3)[N:17]=2)[CH2:10][CH2:9]1)([CH3:4])([CH3:3])[CH3:2]. (2) Given the reactants [CH3:1][C:2]1[O:3][C:4]2[CH:13]=[C:12]([O:14][C:15]3[CH:20]=[CH:19][N:18]=[C:17]4[CH:21]=[CH:22][S:23][C:16]=34)[CH:11]=[CH:10][C:5]=2[C:6]=1[C:7](Cl)=[O:8].[N:24]1([CH2:30][CH2:31][CH2:32][NH2:33])[CH2:29][CH2:28][O:27][CH2:26][CH2:25]1, predict the reaction product. The product is: [N:24]1([CH2:30][CH2:31][CH2:32][NH:33][C:7]([C:6]2[C:5]3[CH:10]=[CH:11][C:12]([O:14][C:15]4[CH:20]=[CH:19][N:18]=[C:17]5[CH:21]=[CH:22][S:23][C:16]=45)=[CH:13][C:4]=3[O:3][C:2]=2[CH3:1])=[O:8])[CH2:29][CH2:28][O:27][CH2:26][CH2:25]1. (3) Given the reactants Cl.[Cl:2][C:3]1[CH:4]=[C:5]([C@@H:9]([OH:35])[CH2:10][NH:11][C@H:12]([CH2:33][OH:34])[CH2:13][C:14]2[CH:19]=[CH:18][C:17]([NH:20][C:21]([C:23]3[CH:32]=[CH:31][C:26]([C:27]([O:29]C)=[O:28])=[CH:25][CH:24]=3)=[O:22])=[CH:16][CH:15]=2)[CH:6]=[CH:7][CH:8]=1.[OH-].[Na+:37], predict the reaction product. The product is: [Cl:2][C:3]1[CH:4]=[C:5]([C@@H:9]([OH:35])[CH2:10][NH:11][C@H:12]([CH2:33][OH:34])[CH2:13][C:14]2[CH:15]=[CH:16][C:17]([NH:20][C:21]([C:23]3[CH:24]=[CH:25][C:26]([C:27]([O-:29])=[O:28])=[CH:31][CH:32]=3)=[O:22])=[CH:18][CH:19]=2)[CH:6]=[CH:7][CH:8]=1.[Na+:37]. (4) The product is: [O:7]=[C:4]1[CH2:5][CH2:6][N:2]([C:19]([O:18][C:15]([CH3:17])([CH3:16])[CH3:14])=[O:20])[NH:3]1. Given the reactants Cl.[NH:2]1[CH2:6][CH2:5][C:4](=[O:7])[NH:3]1.C(=O)([O-])[O-].[Na+].[Na+].[CH3:14][C:15]([O:18][C:19](O[C:19]([O:18][C:15]([CH3:17])([CH3:16])[CH3:14])=[O:20])=[O:20])([CH3:17])[CH3:16], predict the reaction product. (5) Given the reactants [Br:1][C:2]1[CH:7]=[CH:6][N:5]=[C:4]([NH:8][C:9]2[CH:14]=[CH:13][N:12]=[C:11]([CH3:15])[C:10]=2[N+:16]([O-])=O)[CH:3]=1.Cl.O.O.[Sn](Cl)Cl.[OH-].[Na+], predict the reaction product. The product is: [Br:1][C:2]1[CH:7]=[CH:6][N:5]=[C:4]([NH:8][C:9]2[CH:14]=[CH:13][N:12]=[C:11]([CH3:15])[C:10]=2[NH2:16])[CH:3]=1.